Dataset: Reaction yield outcomes from USPTO patents with 853,638 reactions. Task: Predict the reaction yield, written as a fraction of the theoretical maximum amount of product (1.0 means a 100% yield; for example, 0.34 means a 34% yield). (1) The reactants are [OH-].[NH4+:2].[CH2:3]([N:7]([CH2:10][CH3:11])[CH2:8][CH3:9])[CH:4]1[O:6][CH2:5]1. No catalyst specified. The product is [NH2:2][CH2:5][CH:4]([OH:6])[CH2:3][N:7]([CH2:10][CH3:11])[CH2:8][CH3:9]. The yield is 0.920. (2) The reactants are [F:1][C:2]1[CH:3]=[CH:4][C:5]([O:15][C:16]([F:19])([F:18])[F:17])=[C:6]2[C:10]=1[N:9]([CH2:11][CH2:12][O:13][CH3:14])[CH:8]=[CH:7]2.[C:20](O[C:20]([C:22]([F:25])([F:24])[F:23])=[O:21])([C:22]([F:25])([F:24])[F:23])=[O:21]. The catalyst is CN(C=O)C. The product is [F:23][C:22]([F:25])([F:24])[C:20]([C:7]1[C:6]2[C:10](=[C:2]([F:1])[CH:3]=[CH:4][C:5]=2[O:15][C:16]([F:19])([F:17])[F:18])[N:9]([CH2:11][CH2:12][O:13][CH3:14])[CH:8]=1)=[O:21]. The yield is 0.890.